This data is from Reaction yield outcomes from USPTO patents with 853,638 reactions. The task is: Predict the reaction yield, written as a fraction of the theoretical maximum amount of product (1.0 means a 100% yield; for example, 0.34 means a 34% yield). (1) The reactants are C(=[N:14][C:15]1[CH:16]=[CH:17][C:18]([F:29])=[C:19]([C@@:21]2([CH3:28])[NH:26][C:25](=[S:27])[CH2:24][O:23][CH2:22]2)[CH:20]=1)(C1C=CC=CC=1)C1C=CC=CC=1.[ClH:30]. The catalyst is O1CCOCC1. The product is [ClH:30].[NH2:14][C:15]1[CH:16]=[CH:17][C:18]([F:29])=[C:19]([C@@:21]2([CH3:28])[NH:26][C:25](=[S:27])[CH2:24][O:23][CH2:22]2)[CH:20]=1. The yield is 0.870. (2) The reactants are [CH3:1][N:2]1[C:6]2[CH:7]=[C:8]([C:11]([OH:13])=O)[CH:9]=[CH:10][C:5]=2[N:4]=[CH:3]1.[NH:14]1[CH2:19][CH2:18][CH2:17][C@@H:16]2[C:20]3[CH:21]=[CH:22][CH:23]=[CH:24][C:25]=3[CH2:26][C@H:15]12.F[P-](F)(F)(F)(F)F.N1(OC(N(C)C)=[N+](C)C)C2N=CC=CC=2N=N1. No catalyst specified. The product is [N:14]1([C:11]([C:8]2[CH:9]=[CH:10][C:5]3[N:4]=[CH:3][N:2]([CH3:1])[C:6]=3[CH:7]=2)=[O:13])[CH2:19][CH2:18][CH2:17][C@@H:16]2[C:20]3[CH:21]=[CH:22][CH:23]=[CH:24][C:25]=3[CH2:26][C@H:15]12. The yield is 0.940. (3) The reactants are [Br:1][C:2]1[C:11]([CH2:12]Br)=[C:10]2[C:5]([CH:6]=[CH:7][C:8]([O:14][CH3:15])=[N:9]2)=[CH:4][CH:3]=1.C([O-])(O)=[O:17].[Na+]. The catalyst is CC(C)=O.O. The product is [Br:1][C:2]1[C:11]([CH2:12][OH:17])=[C:10]2[C:5]([CH:6]=[CH:7][C:8]([O:14][CH3:15])=[N:9]2)=[CH:4][CH:3]=1. The yield is 0.560.